Predict which catalyst facilitates the given reaction. From a dataset of Catalyst prediction with 721,799 reactions and 888 catalyst types from USPTO. (1) Reactant: [N:1]1([CH2:6][CH2:7][CH2:8][CH2:9][CH2:10][CH2:11][C:12]#[N:13])[CH:5]=[CH:4][N:3]=[CH:2]1. Product: [N:1]1([CH2:6][CH2:7][CH2:8][CH2:9][CH2:10][CH2:11][CH2:12][NH2:13])[CH:5]=[CH:4][N:3]=[CH:2]1. The catalyst class is: 11. (2) Reactant: [CH2:1]([CH:4]1CCCCC1)[CH2:2]C.[CH2:10]([C:13]1[CH:18]=[CH:17][CH:16]=[CH:15][CH:14]=1)[CH2:11]C.[CH:19]1C=CC=CC=1.CCC. The catalyst class is: 5. Product: [CH2:2]=[CH:1][CH3:4].[C:13]1([CH:10]([CH3:11])[CH3:19])[CH:14]=[CH:15][CH:16]=[CH:17][CH:18]=1. (3) Reactant: [C:1]([OH:14])(=O)[CH2:2][O:3][CH2:4][CH2:5][O:6][CH2:7][CH2:8][CH2:9][CH2:10][CH2:11][CH3:12].C(Cl)CCl.[NH2:19][C@@H:20]([CH2:29][N:30]1[CH2:35][CH2:34][O:33][CH2:32][CH2:31]1)[C@H:21]([C:23]1[CH:28]=[CH:27][CH:26]=[CH:25][CH:24]=1)[OH:22]. Product: [C:1]([NH:19][C@@H:20]([CH2:29][N:30]1[CH2:31][CH2:32][O:33][CH2:34][CH2:35]1)[C@H:21]([C:23]1[CH:24]=[CH:25][CH:26]=[CH:27][CH:28]=1)[OH:22])(=[O:14])[CH2:2][O:3][CH2:4][CH2:5][O:6][CH2:7][CH2:8][CH2:9][CH2:10][CH2:11][CH3:12]. The catalyst class is: 2. (4) Reactant: Br[C:2]1[C:3]([Cl:14])=[CH:4][C:5]([NH:8][C:9]([NH:11][CH2:12][CH3:13])=[O:10])=[N:6][CH:7]=1.CC1(C)C(C)(C)OB([C:23]2[CH:24]=[N:25][CH:26]=[C:27]([CH:33]=2)[C:28]([O:30][CH2:31][CH3:32])=[O:29])O1.C(=O)([O-])[O-].[Cs+].[Cs+]. Product: [Cl:14][C:3]1[CH:4]=[C:5]([NH:8][C:9]([NH:11][CH2:12][CH3:13])=[O:10])[N:6]=[CH:7][C:2]=1[C:23]1[CH:24]=[N:25][CH:26]=[C:27]([C:28]([O:30][CH2:31][CH3:32])=[O:29])[CH:33]=1. The catalyst class is: 73. (5) Reactant: [I-].[CH2:2]([O:9][C:10]1[CH:36]=[C:35]([F:37])[C:34]([F:38])=[CH:33][C:11]=1[CH2:12][CH2:13][P+](C1C=CC=CC=1)(C1C=CC=CC=1)C1C=CC=CC=1)[C:3]1[CH:8]=[CH:7][CH:6]=[CH:5][CH:4]=1.[H-].[Na+].[C:41]([O:45][C@@H:46]([C:52]1[C:53]([CH3:95])=[N:54][C:55]2[N:56]([N:90]=[C:91]([CH:93]=O)[CH:92]=2)[C:57]=1[N:58]1[CH2:63][CH2:62][C:61]([O:65][CH2:66][CH2:67][CH2:68][CH2:69][C@H:70]([O:72][Si:73]([C:86]([CH3:89])([CH3:88])[CH3:87])([C:80]2[CH:85]=[CH:84][CH:83]=[CH:82][CH:81]=2)[C:74]2[CH:79]=[CH:78][CH:77]=[CH:76][CH:75]=2)[CH3:71])([CH3:64])[CH2:60][CH2:59]1)[C:47]([O:49][CH2:50][CH3:51])=[O:48])([CH3:44])([CH3:43])[CH3:42]. Product: [CH2:2]([O:9][C:10]1[CH:36]=[C:35]([F:37])[C:34]([F:38])=[CH:33][C:11]=1[CH2:12][CH:13]=[CH:93][C:91]1[CH:92]=[C:55]2[N:54]=[C:53]([CH3:95])[C:52]([C@H:46]([O:45][C:41]([CH3:44])([CH3:43])[CH3:42])[C:47]([O:49][CH2:50][CH3:51])=[O:48])=[C:57]([N:58]3[CH2:63][CH2:62][C:61]([O:65][CH2:66][CH2:67][CH2:68][CH2:69][C@H:70]([O:72][Si:73]([C:86]([CH3:87])([CH3:88])[CH3:89])([C:74]4[CH:75]=[CH:76][CH:77]=[CH:78][CH:79]=4)[C:80]4[CH:81]=[CH:82][CH:83]=[CH:84][CH:85]=4)[CH3:71])([CH3:64])[CH2:60][CH2:59]3)[N:56]2[N:90]=1)[C:3]1[CH:4]=[CH:5][CH:6]=[CH:7][CH:8]=1. The catalyst class is: 1.